From a dataset of Reaction yield outcomes from USPTO patents with 853,638 reactions. Predict the reaction yield, written as a fraction of the theoretical maximum amount of product (1.0 means a 100% yield; for example, 0.34 means a 34% yield). (1) The reactants are CN(C)C1C=CC=CC=1.[CH3:10][S:11][C:12]1[NH:17][C:16](=O)[N:15]2[N:19]=[CH:20][CH:21]=[C:14]2[N:13]=1.CCOC1C=CC(N)=CC=1.O=P(Cl)(Cl)[Cl:34]. No catalyst specified. The product is [Cl:34][C:16]1[N:15]2[N:19]=[CH:20][CH:21]=[C:14]2[N:13]=[C:12]([S:11][CH3:10])[N:17]=1. The yield is 0.810. (2) The reactants are Cl[C:2]1[CH:10]=[CH:9][C:8]([S:11]([CH3:14])(=[O:13])=[O:12])=[CH:7][C:3]=1[C:4]([OH:6])=[O:5].[NH:15]1[CH2:20][CH2:19][O:18][CH2:17][CH2:16]1. No catalyst specified. The product is [CH3:14][S:11]([C:8]1[CH:9]=[CH:10][C:2]([N:15]2[CH2:20][CH2:19][O:18][CH2:17][CH2:16]2)=[C:3]([CH:7]=1)[C:4]([OH:6])=[O:5])(=[O:13])=[O:12]. The yield is 0.580. (3) The product is [F:22][C:2]([F:1])([F:21])[C:3]1[C:8]2[S:9][CH:10]=[C:11]([CH:12]3[CH2:13][CH2:14][NH:15][CH2:16][CH2:17]3)[C:7]=2[CH:6]=[CH:5][CH:4]=1. The yield is 0.940. The catalyst is C(O)C. The reactants are [F:1][C:2]([F:22])([F:21])[C:3]1[C:8]2[S:9][CH:10]=[C:11]([CH:12]3[CH2:17][CH2:16][N:15](C(=O)C)[CH2:14][CH2:13]3)[C:7]=2[CH:6]=[CH:5][CH:4]=1.Cl.C(=O)([O-])[O-].[K+].[K+]. (4) The reactants are Br[C:2]1[C:7](=[O:8])[N:6]([CH2:9][C:10]2[CH:15]=[CH:14][C:13]([C:16]3[C:17]([C:22]#[N:23])=[CH:18][CH:19]=[CH:20][CH:21]=3)=[CH:12][CH:11]=2)[C:5]([CH2:24][CH2:25][CH3:26])=[N:4][C:3]=1[CH3:27].[CH3:28][C:29]1([CH3:41])[CH2:33][C:32]2[CH:34]=[C:35](B(O)O)[CH:36]=[CH:37][C:31]=2[O:30]1.C(=O)([O-])[O-].[Cs+].[Cs+]. The catalyst is O1CCOCC1.C(OCC)(=O)C.C1C=CC(P(C2C=CC=CC=2)[C-]2C=CC=C2)=CC=1.C1C=CC(P(C2C=CC=CC=2)[C-]2C=CC=C2)=CC=1.Cl[Pd]Cl.[Fe+2]. The product is [CH3:28][C:29]1([CH3:41])[CH2:33][C:32]2[CH:34]=[C:35]([C:2]3[C:7](=[O:8])[N:6]([CH2:9][C:10]4[CH:15]=[CH:14][C:13]([C:16]5[C:17]([C:22]#[N:23])=[CH:18][CH:19]=[CH:20][CH:21]=5)=[CH:12][CH:11]=4)[C:5]([CH2:24][CH2:25][CH3:26])=[N:4][C:3]=3[CH3:27])[CH:36]=[CH:37][C:31]=2[O:30]1. The yield is 0.890. (5) The yield is 0.506. The product is [Cl:1][C:2]1[C:11]([Cl:12])=[CH:10][CH:9]=[C:8]2[C:3]=1[CH:4]=[C:5]([NH:13][C:14]1[O:34][C@:26]3([CH2:25][N:24]=1)[CH:31]1[CH2:32][CH2:33][N:28]([CH2:29][CH2:30]1)[CH2:27]3)[N:6]=[CH:7]2. The reactants are [Cl:1][C:2]1[C:11]([Cl:12])=[CH:10][CH:9]=[C:8]2[C:3]=1[CH:4]=[C:5]([N:13]=[C:14]=S)[N:6]=[CH:7]2.C(=O)([O-])[O-].[Cs+].[Cs+].Cl.Cl.[NH2:24][CH2:25][C@@:26]1([OH:34])[CH:31]2[CH2:32][CH2:33][N:28]([CH2:29][CH2:30]2)[CH2:27]1.C(N=C=NC(C)C)(C)C. The catalyst is CN(C=O)C. (6) The reactants are [CH3:1][N:2]([CH3:29])[C:3]1[CH:8]=[CH:7][C:6]([C:9]2[NH:14][C:13](=[O:15])[C:12]([C:16]([O:18][CH2:19][C:20]3[CH:25]=[CH:24][CH:23]=[CH:22][CH:21]=3)=[O:17])=[C:11]([OH:26])[C:10]=2[CH:27]=[O:28])=[CH:5][CH:4]=1.[CH2:30](O)[C:31]1[CH:36]=[CH:35][CH:34]=[CH:33][CH:32]=1.[C:51]1(P([C:51]2[CH:56]=[CH:55][CH:54]=[CH:53][CH:52]=2)[C:51]2[CH:56]=[CH:55][CH:54]=[CH:53][CH:52]=2)[CH:56]=[CH:55][CH:54]=[CH:53][CH:52]=1.[CH3:57]C(OC(/N=N/C(OC(C)C)=O)=O)C. The catalyst is C1COCC1. The product is [CH2:30]([O:15][C:13]1[N:14]=[C:9]([C:6]2[CH:7]=[CH:8][C:3]([N:2]([CH3:29])[CH3:1])=[CH:4][CH:5]=2)[C:10]([CH:27]=[O:28])=[C:11]([O:26][CH2:57][C:51]2[CH:52]=[CH:53][CH:54]=[CH:55][CH:56]=2)[C:12]=1[C:16]([O:18][CH2:19][C:20]1[CH:25]=[CH:24][CH:23]=[CH:22][CH:21]=1)=[O:17])[C:31]1[CH:36]=[CH:35][CH:34]=[CH:33][CH:32]=1. The yield is 0.210.